From a dataset of Full USPTO retrosynthesis dataset with 1.9M reactions from patents (1976-2016). Predict the reactants needed to synthesize the given product. The reactants are: [CH:1]1([O:6][C:7]2[N:14]=[C:13]([O:15][C:16]3[CH:21]=[CH:20][C:19]([B:22]4[O:26]C(C)(C)C(C)(C)[O:23]4)=[C:18]([CH:31]=O)[CH:17]=3)[CH:12]=[CH:11][C:8]=2[C:9]#[N:10])[CH2:5][CH2:4][CH2:3][CH2:2]1.[BH4-].[Na+].Cl.O. Given the product [CH:1]1([O:6][C:7]2[N:14]=[C:13]([O:15][C:16]3[CH:21]=[CH:20][C:19]4[B:22]([OH:26])[O:23][CH2:31][C:18]=4[CH:17]=3)[CH:12]=[CH:11][C:8]=2[C:9]#[N:10])[CH2:2][CH2:3][CH2:4][CH2:5]1, predict the reactants needed to synthesize it.